From a dataset of Catalyst prediction with 721,799 reactions and 888 catalyst types from USPTO. Predict which catalyst facilitates the given reaction. (1) Reactant: [NH:1]1[CH2:6][CH2:5][CH:4]([O:7][C:8]2[CH:13]=[CH:12][C:11]([Cl:14])=[CH:10][N:9]=2)[CH2:3][CH2:2]1.CCN(CC)CC.[CH3:22][S:23](Cl)(=[O:25])=[O:24]. Product: [CH3:22][S:23]([N:1]1[CH2:6][CH2:5][CH:4]([O:7][C:8]2[CH:13]=[CH:12][C:11]([Cl:14])=[CH:10][N:9]=2)[CH2:3][CH2:2]1)(=[O:25])=[O:24]. The catalyst class is: 4. (2) Reactant: [Cl:1][C:2]1[CH:7]=[CH:6][C:5](/[CH:8]=[CH:9]/[C:10]([OH:12])=O)=[C:4]([CH2:13][N:14]2[N:18]=[N:17][C:16]([CH3:19])=[N:15]2)[CH:3]=1.[OH:20][C:21]1[CH:25]=[C:24]([CH2:26][CH2:27][C:28]([NH:30][CH2:31][CH:32]2[CH2:37][CH2:36][NH:35][CH2:34][CH2:33]2)=[O:29])[O:23][N:22]=1.CCN(C(C)C)C(C)C.C(P1(=O)OP(CCC)(=O)OP(CCC)(=O)O1)CC. Product: [Cl:1][C:2]1[CH:7]=[CH:6][C:5](/[CH:8]=[CH:9]/[C:10]([N:35]2[CH2:36][CH2:37][CH:32]([CH2:31][NH:30][C:28](=[O:29])[CH2:27][CH2:26][C:24]3[O:23][N:22]=[C:21]([OH:20])[CH:25]=3)[CH2:33][CH2:34]2)=[O:12])=[C:4]([CH2:13][N:14]2[N:18]=[N:17][C:16]([CH3:19])=[N:15]2)[CH:3]=1. The catalyst class is: 3. (3) The catalyst class is: 12. Product: [CH3:21][C:16]1([CH3:22])[C:17]([CH3:20])([CH3:19])[O:18][B:14]([C:2]2[CH:3]=[C:4]([C:8]3[CH:9]=[N:10][CH:11]=[CH:12][CH:13]=3)[CH:5]=[CH:6][CH:7]=2)[O:15]1. Reactant: Br[C:2]1[CH:3]=[C:4]([C:8]2[CH:9]=[N:10][CH:11]=[CH:12][CH:13]=2)[CH:5]=[CH:6][CH:7]=1.[B:14]1([B:14]2[O:18][C:17]([CH3:20])([CH3:19])[C:16]([CH3:22])([CH3:21])[O:15]2)[O:18][C:17]([CH3:20])([CH3:19])[C:16]([CH3:22])([CH3:21])[O:15]1.C([O-])(=O)C.[K+].ClCCl. (4) Reactant: [NH2:1][C:2]1[C:3]([OH:12])=[C:4]([CH:9]=[CH:10][CH:11]=1)[C:5]([O:7][CH3:8])=[O:6].N1C=CC=CC=1.[F:19][C:20]1[CH:28]=[C:27]([C:29]2[CH:34]=[CH:33][CH:32]=[CH:31][N:30]=2)[CH:26]=[CH:25][C:21]=1[C:22](Cl)=[O:23]. Product: [F:19][C:20]1[CH:28]=[C:27]([C:29]2[CH:34]=[CH:33][CH:32]=[CH:31][N:30]=2)[CH:26]=[CH:25][C:21]=1[C:22]([NH:1][C:2]1[C:3]([OH:12])=[C:4]([CH:9]=[CH:10][CH:11]=1)[C:5]([O:7][CH3:8])=[O:6])=[O:23]. The catalyst class is: 11. (5) Product: [C:15]1([C:6]2[CH:11]=[CH:10][CH:9]=[CH:8][CH:7]=2)[CH:23]=[CH:22][CH:21]=[C:17]([N:18]([CH3:20])[CH3:19])[CH:16]=1. Reactant: C1COCC1.[C:6]1([Mg]Br)[CH:11]=[CH:10][CH:9]=[CH:8][CH:7]=1.Cl[C:15]1[CH:16]=[C:17]([CH:21]=[CH:22][CH:23]=1)[N:18]([CH3:20])[CH3:19].C1(C)C=CC=CC=1. The catalyst class is: 81. (6) Reactant: [Li+].CCC[CH2-].[Cl:6][C:7]1[N:8]=[C:9]([N:16]2[CH2:21][CH2:20][O:19][CH2:18][CH2:17]2)[C:10]2[S:15][CH:14]=[CH:13][C:11]=2[N:12]=1.[I:22]I. Product: [Cl:6][C:7]1[N:8]=[C:9]([N:16]2[CH2:21][CH2:20][O:19][CH2:18][CH2:17]2)[C:10]2[S:15][C:14]([I:22])=[CH:13][C:11]=2[N:12]=1. The catalyst class is: 1. (7) Reactant: [F:1][C:2]1[CH:7]=[CH:6][C:5]([CH:8]([OH:17])[C:9]2[CH:16]=[CH:15][C:12]([CH:13]=O)=[CH:11][CH:10]=2)=[CH:4][CH:3]=1.[CH3:18]OP(C(=[N+]=[N-])C(=O)C)(=O)OC.C([O-])([O-])=O.[K+].[K+]. Product: [C:13]([C:12]1[CH:15]=[CH:16][C:9]([CH:8]([C:5]2[CH:6]=[CH:7][C:2]([F:1])=[CH:3][CH:4]=2)[OH:17])=[CH:10][CH:11]=1)#[CH:18]. The catalyst class is: 5. (8) Reactant: [H-].[Na+].[C:3]([CH2:5]P(=O)(OCC)OCC)#[N:4].O=[C:15]1[CH2:18][N:17]([C:19]([O:21][C:22]([CH3:25])([CH3:24])[CH3:23])=[O:20])[CH2:16]1.C(OCC)(=O)C. Product: [C:3]([CH:5]=[C:15]1[CH2:18][N:17]([C:19]([O:21][C:22]([CH3:25])([CH3:24])[CH3:23])=[O:20])[CH2:16]1)#[N:4]. The catalyst class is: 334.